Dataset: Forward reaction prediction with 1.9M reactions from USPTO patents (1976-2016). Task: Predict the product of the given reaction. (1) Given the reactants [CH3:1][C:2]1[N:7]=[N:6][C:5]([C:8]([OH:10])=O)=[CH:4][CH:3]=1.C1(N=C=N)CCCCC1.ON1C2C=CC=CC=2N=N1.[CH:30]1([N:34]2[CH2:40][CH2:39][C:38]3[S:41][C:42]([CH:44]4[CH2:49][CH2:48][NH:47][CH2:46][CH2:45]4)=[N:43][C:37]=3[CH2:36][CH2:35]2)[CH2:33][CH2:32][CH2:31]1, predict the reaction product. The product is: [CH:30]1([N:34]2[CH2:40][CH2:39][C:38]3[S:41][C:42]([CH:44]4[CH2:49][CH2:48][N:47]([C:8]([C:5]5[N:6]=[N:7][C:2]([CH3:1])=[CH:3][CH:4]=5)=[O:10])[CH2:46][CH2:45]4)=[N:43][C:37]=3[CH2:36][CH2:35]2)[CH2:31][CH2:32][CH2:33]1. (2) Given the reactants [C:1]([NH:5][S:6]([C:9]1[CH:14]=[CH:13][CH:12]=[CH:11][C:10]=1[C:15]1[CH:20]=[CH:19][C:18]([NH:21][C:22](=[O:43])[C:23]([N:25]([CH2:39][CH:40]([CH3:42])[CH3:41])[CH2:26][C:27]2[CH:32]=[CH:31][CH:30]=[C:29]([C:33]3[N:37]=[C:36]([CH3:38])[O:35][N:34]=3)[CH:28]=2)=[O:24])=[CH:17][CH:16]=1)(=[O:8])=[O:7])([CH3:4])([CH3:3])[CH3:2].C[OH:45], predict the reaction product. The product is: [C:36]([OH:45])(=[O:35])[CH3:38].[C:1]([NH:5][S:6]([C:9]1[CH:14]=[CH:13][CH:12]=[CH:11][C:10]=1[C:15]1[CH:20]=[CH:19][C:18]([NH:21][C:22](=[O:43])[C:23]([N:25]([CH2:26][C:27]2[CH:32]=[CH:31][CH:30]=[C:29]([C:33](=[NH:34])[NH2:37])[CH:28]=2)[CH2:39][CH:40]([CH3:42])[CH3:41])=[O:24])=[CH:17][CH:16]=1)(=[O:7])=[O:8])([CH3:3])([CH3:4])[CH3:2]. (3) Given the reactants [Cl-:1].[C:2]([N:6]([C:19]1[CH:24]=[CH:23][CH:22]=[CH:21][CH:20]=1)[CH:7]=[N+:8]([C:15]([CH3:18])([CH3:17])[CH3:16])[C:9]1[CH:14]=[CH:13][CH:12]=[CH:11][CH:10]=1)([CH3:5])([CH3:4])[CH3:3].[C:25]12(N([Si](C)(C)C)C3C=CC=CC=3)[CH2:34][CH:29]3CC(C[CH:27]([CH2:28]3)[CH2:26]1)C2, predict the reaction product. The product is: [Cl-:1].[C:15]12([N:8]([C:9]3[CH:10]=[CH:11][CH:12]=[CH:13][CH:14]=3)[CH:7]=[N+:6]([C:2]34[CH2:3][CH:11]5[CH2:12][CH:13]([CH2:14][CH:9]([CH2:10]5)[CH2:5]3)[CH2:4]4)[C:19]3[CH:20]=[CH:21][CH:22]=[CH:23][CH:24]=3)[CH2:18][CH:27]3[CH2:28][CH:29]([CH2:34][CH:25]([CH2:26]3)[CH2:17]1)[CH2:16]2. (4) Given the reactants [C:1]([NH2:12])(=[O:11])[C:2]1[C:3](=[CH:7][CH:8]=[CH:9][CH:10]=1)[C:4](N)=[O:5].C([O-])([O-])=O.[K+].[K+].S(C1C=CC(C)=CC=1)(O[CH2:23][C@@H:24]1[O:26][CH2:25]1)(=O)=O, predict the reaction product. The product is: [O:26]1[CH2:25][C@@H:24]1[CH2:23][N:12]1[C:1](=[O:11])[C:2]2[C:3](=[CH:7][CH:8]=[CH:9][CH:10]=2)[C:4]1=[O:5]. (5) Given the reactants I[C:2]1[CH:7]=[CH:6][C:5]([C:8]2[O:12][N:11]=[C:10]([CH3:13])[N:9]=2)=[CH:4][CH:3]=1.[CH:14]1([CH2:17][NH:18][C:19](=[O:36])[C:20]2[CH:25]=[CH:24][C:23]([CH3:26])=[C:22](B3OC(C)(C)C(C)(C)O3)[CH:21]=2)[CH2:16]C1, predict the reaction product. The product is: [CH:17]1([NH:18][C:19]([C:20]2[CH:21]=[C:22]([C:2]3[CH:7]=[CH:6][C:5]([C:8]4[O:12][N:11]=[C:10]([CH3:13])[N:9]=4)=[CH:4][CH:3]=3)[C:23]([CH3:26])=[CH:24][CH:25]=2)=[O:36])[CH2:14][CH2:16]1. (6) Given the reactants [CH3:1][O:2][C:3]([C:5]1[CH:6]=[C:7]2[C:12](=[CH:13][CH:14]=1)[N+:11]([O-])=[CH:10][CH:9]=[CH:8]2)=[O:4].P(Cl)(Cl)([Cl:18])=O, predict the reaction product. The product is: [Cl:18][C:8]1[C:7]2[C:12](=[CH:13][CH:14]=[C:5]([C:3]([O:2][CH3:1])=[O:4])[CH:6]=2)[N:11]=[CH:10][CH:9]=1. (7) Given the reactants [Br:1][C:2]1[CH:7]=[C:6]([F:8])[CH:5]=[CH:4][C:3]=1[N:9]1[C:14]([CH3:15])=[CH:13][CH:12]=[C:11]([C:16]#N)[C:10]1=[O:18].BrC1C=C(F)C=CC=1N1C=CC(C)=C(C#N)C1=[O:36].S(=O)(=O)(O)O.[OH-:42].[Na+], predict the reaction product. The product is: [Br:1][C:2]1[CH:7]=[C:6]([F:8])[CH:5]=[CH:4][C:3]=1[N:9]1[C:14]([CH3:15])=[CH:13][CH:12]=[C:11]([C:16]([OH:36])=[O:42])[C:10]1=[O:18]. (8) Given the reactants [C:1]1([OH:7])[CH:6]=[CH:5][CH:4]=[CH:3][CH:2]=1.[Na].Br[C:10]1[N:15]2[C:16]([NH:26][CH:27]3[CH2:32][CH2:31][CH2:30][CH2:29][CH2:28]3)=[C:17]([C:19]3[CH:24]=[CH:23][CH:22]=[CH:21][C:20]=3[Cl:25])[N:18]=[C:14]2[CH:13]=[CH:12][CH:11]=1.[O-]C1C=CC=CC=1.[Na+], predict the reaction product. The product is: [Cl:25][C:20]1[CH:21]=[CH:22][CH:23]=[CH:24][C:19]=1[C:17]1[N:18]=[C:14]2[CH:13]=[CH:12][CH:11]=[C:10]([O:7][C:1]3[CH:6]=[CH:5][CH:4]=[CH:3][CH:2]=3)[N:15]2[C:16]=1[NH:26][CH:27]1[CH2:32][CH2:31][CH2:30][CH2:29][CH2:28]1.